Predict the product of the given reaction. From a dataset of Forward reaction prediction with 1.9M reactions from USPTO patents (1976-2016). The product is: [C:33]([C:30]1[CH:31]=[CH:32][C:27]([N:23]2[CH2:24][CH2:25][CH:20]([C:18]([NH:17][C:8]3[S:9][C:10]([C:11]4[CH:12]=[CH:13][N:14]=[CH:15][CH:16]=4)=[C:6]([C:2]4[O:1][CH:5]=[CH:4][CH:3]=4)[N:7]=3)=[O:19])[CH2:21][CH2:22]2)=[N:28][CH:29]=1)#[N:34]. Given the reactants [O:1]1[CH:5]=[CH:4][CH:3]=[C:2]1[C:6]1[N:7]=[C:8]([NH:17][C:18]([CH:20]2[CH2:25][CH2:24][NH:23][CH2:22][CH2:21]2)=[O:19])[S:9][C:10]=1[C:11]1[CH:16]=[CH:15][N:14]=[CH:13][CH:12]=1.Cl[C:27]1[CH:32]=[CH:31][C:30]([C:33]#[N:34])=[CH:29][N:28]=1.C(=O)([O-])[O-].[K+].[K+].O, predict the reaction product.